From a dataset of NCI-60 drug combinations with 297,098 pairs across 59 cell lines. Regression. Given two drug SMILES strings and cell line genomic features, predict the synergy score measuring deviation from expected non-interaction effect. Drug 1: CN1C2=C(C=C(C=C2)N(CCCl)CCCl)N=C1CCCC(=O)O.Cl. Drug 2: CC1C(C(CC(O1)OC2CC(CC3=C2C(=C4C(=C3O)C(=O)C5=C(C4=O)C(=CC=C5)OC)O)(C(=O)CO)O)N)O.Cl. Cell line: OVCAR-8. Synergy scores: CSS=26.0, Synergy_ZIP=-3.41, Synergy_Bliss=-0.334, Synergy_Loewe=-18.1, Synergy_HSA=0.0527.